Task: Predict the product of the given reaction.. Dataset: Forward reaction prediction with 1.9M reactions from USPTO patents (1976-2016) The product is: [Cl:1][C:2]1[N:7]=[CH:6][C:5]([C:17]2[CH:18]=[N:19][CH:20]=[C:21]([C:23]#[C:24][C:25]3[N:26]=[C:27]([CH3:30])[S:28][CH:29]=3)[CH:22]=2)=[CH:4][CH:3]=1. Given the reactants [Cl:1][C:2]1[N:7]=[CH:6][C:5](B(O)O)=[CH:4][CH:3]=1.CN(C=O)C.Br[C:17]1[CH:18]=[N:19][CH:20]=[C:21]([C:23]#[C:24][C:25]2[N:26]=[C:27]([CH3:30])[S:28][CH:29]=2)[CH:22]=1.C([O-])([O-])=O.[K+].[K+], predict the reaction product.